This data is from Forward reaction prediction with 1.9M reactions from USPTO patents (1976-2016). The task is: Predict the product of the given reaction. (1) Given the reactants [CH2:1]([O:8][C:9]1[CH:10]=[C:11]([O:21][C:22]2[CH:27]=[CH:26][C:25]([S:28]([CH3:31])(=[O:30])=[O:29])=[CH:24][CH:23]=2)[CH:12]=[C:13]2[C:17]=1[NH:16][C:15]([C:18]([NH2:20])=O)=[CH:14]2)[C:2]1[CH:7]=[CH:6][CH:5]=[CH:4][CH:3]=1.N1C=CC=CC=1.CN(C)C=O.C(Cl)(=O)C(Cl)=O, predict the reaction product. The product is: [CH2:1]([O:8][C:9]1[CH:10]=[C:11]([O:21][C:22]2[CH:23]=[CH:24][C:25]([S:28]([CH3:31])(=[O:30])=[O:29])=[CH:26][CH:27]=2)[CH:12]=[C:13]2[C:17]=1[NH:16][C:15]([C:18]#[N:20])=[CH:14]2)[C:2]1[CH:7]=[CH:6][CH:5]=[CH:4][CH:3]=1. (2) Given the reactants [NH2:1][C:2]1[CH:17]=[CH:16][C:5]([CH2:6][CH2:7][NH:8][C:9](=[O:15])[O:10][C:11]([CH3:14])([CH3:13])[CH3:12])=[C:4]([I:18])[CH:3]=1.[Cl:19][C:20]1[N:25]=[C:24](Cl)[C:23]([Cl:27])=[CH:22][N:21]=1, predict the reaction product. The product is: [Cl:19][C:20]1[N:25]=[C:24]([NH:1][C:2]2[CH:17]=[CH:16][C:5]([CH2:6][CH2:7][NH:8][C:9](=[O:15])[O:10][C:11]([CH3:12])([CH3:13])[CH3:14])=[C:4]([I:18])[CH:3]=2)[C:23]([Cl:27])=[CH:22][N:21]=1. (3) Given the reactants C(N1CCN(C2N=C(Br)C=C3C=CSC=23)CC1)C.[CH2:19]([N:21]1[CH2:26][CH2:25][N:24]([C:27]2[N:28]=[C:29]([C:36]3[CH:41]=[CH:40][C:39]([C@H:42]4[CH2:47][C@@H:46]([O:48]C(=O)C)[CH2:45][CH2:44][O:43]4)=[CH:38][CH:37]=3)[CH:30]=[C:31]3[CH:35]=[CH:34][S:33][C:32]=23)[CH2:23][CH2:22]1)[CH3:20].[ClH:52], predict the reaction product. The product is: [ClH:52].[ClH:52].[CH2:19]([N:21]1[CH2:26][CH2:25][N:24]([C:27]2[N:28]=[C:29]([C:36]3[CH:37]=[CH:38][C:39]([C@H:42]4[CH2:47][C@@H:46]([OH:48])[CH2:45][CH2:44][O:43]4)=[CH:40][CH:41]=3)[CH:30]=[C:31]3[CH:35]=[CH:34][S:33][C:32]=23)[CH2:23][CH2:22]1)[CH3:20]. (4) The product is: [Br:30][C:31]1[CH:36]=[CH:35][C:34]([Cl:37])=[C:33]([CH:32]=1)[CH2:38][C:7]1[CH:12]=[CH:11][C:10]([C:13]#[C:14][Si:15]([CH:22]([CH3:24])[CH3:23])([CH:19]([CH3:21])[CH3:20])[CH:16]([CH3:18])[CH3:17])=[CH:9][CH:8]=1. Given the reactants C([Mg]Cl)(C)C.I[C:7]1[CH:12]=[CH:11][C:10]([C:13]#[C:14][Si:15]([CH:22]([CH3:24])[CH3:23])([CH:19]([CH3:21])[CH3:20])[CH:16]([CH3:18])[CH3:17])=[CH:9][CH:8]=1.C([Cu])#N.[Li+].[Cl-].[Br:30][C:31]1[CH:36]=[CH:35][C:34]([Cl:37])=[C:33]([CH2:38]Br)[CH:32]=1.[Cl-].[NH4+].N, predict the reaction product. (5) The product is: [CH2:14]([O:16][C:17](=[O:29])[CH2:18][CH2:19][C:20]1[CH:25]=[C:24]([F:26])[C:23]([O:27][CH2:12][C:11]2[C:6]([S:5][C:1]([CH3:4])([CH3:3])[CH3:2])=[N:7][CH:8]=[CH:9][CH:10]=2)=[C:22]([F:28])[CH:21]=1)[CH3:15]. Given the reactants [C:1]([S:5][C:6]1[C:11]([CH2:12]Cl)=[CH:10][CH:9]=[CH:8][N:7]=1)([CH3:4])([CH3:3])[CH3:2].[CH2:14]([O:16][C:17](=[O:29])[CH2:18][CH2:19][C:20]1[CH:25]=[C:24]([F:26])[C:23]([OH:27])=[C:22]([F:28])[CH:21]=1)[CH3:15], predict the reaction product. (6) Given the reactants Br[C:2]1[O:3][C:4]2[CH:10]=[C:9]([F:11])[CH:8]=[CH:7][C:5]=2[CH:6]=1.CC([O-])=O.[K+].[CH3:17][C:18]1([CH3:34])[C:22]([CH3:24])([CH3:23])[O:21][B:20]([B:20]2[O:21][C:22]([CH3:24])([CH3:23])[C:18]([CH3:34])([CH3:17])[O:19]2)[O:19]1, predict the reaction product. The product is: [F:11][C:9]1[CH:8]=[CH:7][C:5]2[CH:6]=[C:2]([B:20]3[O:21][C:22]([CH3:24])([CH3:23])[C:18]([CH3:34])([CH3:17])[O:19]3)[O:3][C:4]=2[CH:10]=1. (7) Given the reactants C[O:2][C:3]([C:5]1[N:6]([C:14]2[CH:19]=[CH:18][C:17]([CH3:20])=[CH:16][CH:15]=2)[N:7]=[C:8]([Si:10]([CH3:13])([CH3:12])[CH3:11])[CH:9]=1)=[O:4].[OH-].[Na+], predict the reaction product. The product is: [C:17]1([CH3:20])[CH:16]=[CH:15][C:14]([N:6]2[C:5]([C:3]([OH:4])=[O:2])=[CH:9][C:8]([Si:10]([CH3:13])([CH3:12])[CH3:11])=[N:7]2)=[CH:19][CH:18]=1.